Dataset: Forward reaction prediction with 1.9M reactions from USPTO patents (1976-2016). Task: Predict the product of the given reaction. (1) Given the reactants [Li]CCCC.[CH3:6][N:7]1[CH:11]=[N:10][NH:9][C:8]1=[S:12].[Cl:13][C:14]1[CH:19]=[CH:18][C:17]([C:20]([C:22]2[CH:23]=[C:24]3[C:29](=[CH:30][CH:31]=2)[N:28]=[C:27]([O:32][CH3:33])[CH:26]=[C:25]3[C:34]2[CH:39]=[CH:38][CH:37]=[C:36]([Cl:40])[CH:35]=2)=[O:21])=[CH:16][CH:15]=1.O, predict the reaction product. The product is: [Cl:40][C:36]1[CH:35]=[C:34]([C:25]2[C:24]3[C:29](=[CH:30][CH:31]=[C:22]([C:20]([C:17]4[CH:18]=[CH:19][C:14]([Cl:13])=[CH:15][CH:16]=4)([C:11]4[N:7]([CH3:6])[C:8]([SH:12])=[N:9][N:10]=4)[OH:21])[CH:23]=3)[N:28]=[C:27]([O:32][CH3:33])[CH:26]=2)[CH:39]=[CH:38][CH:37]=1. (2) Given the reactants [C:1]([C:5]1[CH:12]=[CH:11][C:8]([CH:9]=O)=[CH:7][CH:6]=1)([CH3:4])([CH3:3])[CH3:2].[Cl:13][C:14]1[CH:19]=[CH:18][CH:17]=[C:16]([Cl:20])[C:15]=1[CH2:21][CH2:22][NH2:23].[BH4-].[Na+], predict the reaction product. The product is: [C:1]([C:5]1[CH:12]=[CH:11][C:8]([CH2:9][NH:23][CH2:22][CH2:21][C:15]2[C:16]([Cl:20])=[CH:17][CH:18]=[CH:19][C:14]=2[Cl:13])=[CH:7][CH:6]=1)([CH3:4])([CH3:3])[CH3:2]. (3) The product is: [OH:6][CH2:7][CH2:8][N:9]1[CH:13]=[CH:12][C:11]([NH:14][C:15]([CH:17]2[NH:21][CH:20]([CH2:22][C:23]([CH3:26])([CH3:25])[CH3:24])[C:19]3([C:34]4[C:29](=[CH:30][C:31]([Cl:35])=[CH:32][CH:33]=4)[NH:28][C:27]3=[O:36])[CH:18]2[C:37]2[CH:42]=[CH:41][CH:40]=[C:39]([Cl:43])[C:38]=2[F:44])=[O:16])=[N:10]1. Given the reactants C([Si](C)(C)[O:6][CH2:7][CH2:8][N:9]1[CH:13]=[CH:12][C:11]([NH:14][C:15]([CH:17]2[NH:21][CH:20]([CH2:22][C:23]([CH3:26])([CH3:25])[CH3:24])[C:19]3([C:34]4[C:29](=[CH:30][C:31]([Cl:35])=[CH:32][CH:33]=4)[NH:28][C:27]3=[O:36])[CH:18]2[C:37]2[CH:42]=[CH:41][CH:40]=[C:39]([Cl:43])[C:38]=2[F:44])=[O:16])=[N:10]1)(C)(C)C.Cl, predict the reaction product. (4) Given the reactants [F:1][C:2]1[CH:3]=[C:4]([CH:6]=[CH:7][C:8]=1[F:9])[NH2:5].F[C:11]1[CH:16]=[CH:15][CH:14]=[CH:13][N:12]=1.[F:17][C:18]1[CH:19]=[C:20]([CH:23]=[CH:24][C:25]=1[F:26])[CH2:21]Br, predict the reaction product. The product is: [F:17][C:18]1[CH:19]=[C:20]([CH:23]=[CH:24][C:25]=1[F:26])[CH2:21][N:12]1[CH:13]=[CH:14][CH:15]=[CH:16][C:11]1=[N:5][C:4]1[CH:6]=[CH:7][C:8]([F:9])=[C:2]([F:1])[CH:3]=1. (5) Given the reactants [CH3:1][O:2][C:3]1[CH:4]=[CH:5][C:6]2[N:7]([CH:9]=[C:10](C3C=NC(OC)=CC=3)[N:11]=2)[CH:8]=1.CC1(C)C(C)(C)OB([C:28]2[CH:29]=[N:30][C:31]([N:34]3[CH2:39][CH2:38][O:37][CH2:36][CH2:35]3)=[N:32][CH:33]=2)O1, predict the reaction product. The product is: [CH3:1][O:2][C:3]1[CH:4]=[CH:5][C:6]2[N:7]([CH:9]=[C:10]([C:28]3[CH:33]=[N:32][C:31]([N:34]4[CH2:35][CH2:36][O:37][CH2:38][CH2:39]4)=[N:30][CH:29]=3)[N:11]=2)[CH:8]=1. (6) The product is: [Br:1][C:2]1[C:3]2[CH:10]=[C:9]([Cl:11])[CH:8]=[CH:7][C:4]=2[S:5][C:6]=1[C:16](=[O:18])[CH3:17]. Given the reactants [Br:1][C:2]1[C:3]2[CH:10]=[C:9]([Cl:11])[CH:8]=[CH:7][C:4]=2[S:5][CH:6]=1.[Al+3].[Cl-].[Cl-].[Cl-].[C:16](Cl)(=[O:18])[CH3:17], predict the reaction product.